This data is from Peptide-MHC class I binding affinity with 185,985 pairs from IEDB/IMGT. The task is: Regression. Given a peptide amino acid sequence and an MHC pseudo amino acid sequence, predict their binding affinity value. This is MHC class I binding data. (1) The peptide sequence is ANFASQEVK. The MHC is Mamu-B6601 with pseudo-sequence Mamu-B6601. The binding affinity (normalized) is 0.796. (2) The peptide sequence is YTIGIGAFY. The MHC is BoLA-T2a with pseudo-sequence BoLA-T2a. The binding affinity (normalized) is 0.545. (3) The peptide sequence is AYQQGVKTL. The MHC is HLA-B35:01 with pseudo-sequence HLA-B35:01. The binding affinity (normalized) is 0.0847.